The task is: Predict the product of the given reaction.. This data is from Forward reaction prediction with 1.9M reactions from USPTO patents (1976-2016). (1) Given the reactants [C:1]([NH:4][C:5]1[S:6][C:7]([C:11]2[CH:12]=[C:13]([S:17](Cl)(=[O:19])=[O:18])[S:14][C:15]=2[Br:16])=[C:8]([CH3:10])[N:9]=1)(=[O:3])[CH3:2].C(N(CC)CC)C.[NH2:28][C:29]1[NH:33][N:32]=[N:31][N:30]=1, predict the reaction product. The product is: [Br:16][C:15]1[S:14][C:13]([S:17](=[O:19])(=[O:18])[NH:28][C:29]2[NH:33][N:32]=[N:31][N:30]=2)=[CH:12][C:11]=1[C:7]1[S:6][C:5]([NH:4][C:1](=[O:3])[CH3:2])=[N:9][C:8]=1[CH3:10]. (2) Given the reactants [Br:1][CH2:2][C:3]([NH:5][C:6]1[CH:10]=[C:9]([CH3:11])[O:8][N:7]=1)=O.B.C1COCC1, predict the reaction product. The product is: [Br:1][CH2:2][CH2:3][NH:5][C:6]1[CH:10]=[C:9]([CH3:11])[O:8][N:7]=1. (3) Given the reactants Br[C:2]1[C:7]2[CH:8]=[CH:9][CH:10]=[C:11]3[C:12](=[O:26])[C:13]4[CH:24]=[C:23](Br)[C:16]5=[CH:17][CH:18]=[CH:19][C:20]6[C:21](=[O:22])[C:4](=[C:5]([C:14]=4[C:15]=65)[C:6]=23)[CH:3]=1.[C:27]1(B(O)O)[CH:32]=[CH:31][CH:30]=[CH:29][CH:28]=1.C(O)C.C(=O)([O-])[O-].[K+].[K+].[C:45]1(C)[CH:50]=[CH:49][CH:48]=[CH:47][CH:46]=1, predict the reaction product. The product is: [C:27]1([C:2]2[C:7]3[CH:8]=[CH:9][CH:10]=[C:11]4[C:12](=[O:26])[C:13]5[CH:24]=[C:23]([C:45]6[CH:50]=[CH:49][CH:48]=[CH:47][CH:46]=6)[C:16]6=[CH:17][CH:18]=[CH:19][C:20]7[C:21](=[O:22])[C:4](=[C:5]([C:14]=5[C:15]=76)[C:6]=34)[CH:3]=2)[CH:32]=[CH:31][CH:30]=[CH:29][CH:28]=1. (4) Given the reactants [NH2:1][C@:2]12[CH2:36][CH2:35][C@@H:34]([C:37]3([CH3:40])[CH2:39][CH2:38]3)[C@@H:3]1[C@@H:4]1[C@@:17]([CH3:20])([CH2:18][CH2:19]2)[C@@:16]2([CH3:21])[C@@H:7]([C@:8]3([CH3:33])[C@@H:13]([CH2:14][CH2:15]2)[C:12]([CH3:23])([CH3:22])[C:11]([C:24]2[CH:32]=[CH:31][C:27]([C:28]([OH:30])=[O:29])=[CH:26][CH:25]=2)=[CH:10][CH2:9]3)[CH2:6][CH2:5]1.[H][H], predict the reaction product. The product is: [NH2:1][C@:2]12[CH2:36][CH2:35][C@@H:34]([C:37]3([CH3:40])[CH2:38][CH2:39]3)[C@@H:3]1[C@@H:4]1[C@@:17]([CH3:20])([CH2:18][CH2:19]2)[C@@:16]2([CH3:21])[C@@H:7]([C@:8]3([CH3:33])[C@@H:13]([CH2:14][CH2:15]2)[C:12]([CH3:22])([CH3:23])[C@@H:11]([C:24]2[CH:25]=[CH:26][C:27]([C:28]([OH:30])=[O:29])=[CH:31][CH:32]=2)[CH2:10][CH2:9]3)[CH2:6][CH2:5]1. (5) The product is: [CH3:1][N:2]1[C:6]([CH:7]2[O:8][CH2:9][CH2:10][C:11](=[O:13])[CH2:21][CH2:12]2)=[C:5]([N+:14]([O-:16])=[O:15])[CH:4]=[N:3]1.[CH3:1][N:2]1[C:6]([CH:7]2[CH2:12][C:11](=[O:13])[CH2:10][CH2:9][CH2:26][O:8]2)=[C:5]([N+:14]([O-:16])=[O:15])[CH:4]=[N:3]1. Given the reactants [CH3:1][N:2]1[C:6]([CH:7]2[CH2:12][C:11](=[O:13])[CH2:10][CH2:9][O:8]2)=[C:5]([N+:14]([O-:16])=[O:15])[CH:4]=[N:3]1.B(F)(F)F.[CH3:21]COCC.[CH3:26][Si](C=[N+]=[N-])(C)C, predict the reaction product. (6) The product is: [Si:1]([O:8][CH2:9][C@@H:10]1[C@@H:14]([O:15][Si:16]([CH:20]([CH3:22])[CH3:21])([CH:17]([CH3:19])[CH3:18])[CH:23]([CH3:24])[CH3:25])[CH2:13][C@H:12]([NH2:26])[CH2:11]1)([C:4]([CH3:5])([CH3:6])[CH3:7])([CH3:3])[CH3:2]. Given the reactants [Si:1]([O:8][CH2:9][C@@H:10]1[C@@H:14]([O:15][Si:16]([CH:23]([CH3:25])[CH3:24])([CH:20]([CH3:22])[CH3:21])[CH:17]([CH3:19])[CH3:18])[CH2:13][C@H:12]([NH:26]C(=O)OC(C)(C)C)[CH2:11]1)([C:4]([CH3:7])([CH3:6])[CH3:5])([CH3:3])[CH3:2].CCO, predict the reaction product. (7) Given the reactants [CH:1]1([N:7]([CH:24]2[CH2:29][CH2:28][CH2:27][CH2:26][CH2:25]2)[C:8](=[O:23])[NH:9][C:10]2[S:11][C:12]([S:15]([NH:18]CC(O)=O)(=[O:17])=[O:16])=[CH:13][N:14]=2)[CH2:6][CH2:5][CH2:4][CH2:3][CH2:2]1.[CH:30]1(N[C@H]2CC[C@H](C)CC2)CCCCC1.C([O:46][C:47](=[O:60])[CH2:48][CH2:49]NS(C1SC(N)=NC=1)(=O)=O)C, predict the reaction product. The product is: [CH:24]1([N:7]([C@H:1]2[CH2:6][CH2:5][C@H:4]([CH3:30])[CH2:3][CH2:2]2)[C:8](=[O:23])[NH:9][C:10]2[S:11][C:12]([S:15]([NH:18][CH2:49][CH2:48][C:47]([OH:60])=[O:46])(=[O:17])=[O:16])=[CH:13][N:14]=2)[CH2:29][CH2:28][CH2:27][CH2:26][CH2:25]1. (8) Given the reactants [OH:1][CH2:2][C:3]1[CH:4]=[C:5]([NH:9][C:10](=[O:12])[CH3:11])[CH:6]=[CH:7][CH:8]=1.Cl[CH2:14][CH2:15][CH2:16][O:17][CH3:18], predict the reaction product. The product is: [OH:1][CH2:2][C:3]1[CH:4]=[C:5]([N:9]([CH2:14][CH2:15][CH2:16][O:17][CH3:18])[C:10](=[O:12])[CH3:11])[CH:6]=[CH:7][CH:8]=1. (9) Given the reactants C([O:8][C:9]1[CH:18]=[CH:17][CH:16]=[C:15]2[C:10]=1[CH:11]=[C:12]([C:19]([O:21][CH2:22][CH3:23])=[O:20])[CH:13]=[N:14]2)C1C=CC=CC=1, predict the reaction product. The product is: [OH:8][C:9]1[CH:18]=[CH:17][CH:16]=[C:15]2[C:10]=1[CH:11]=[C:12]([C:19]([O:21][CH2:22][CH3:23])=[O:20])[CH:13]=[N:14]2.